From a dataset of Forward reaction prediction with 1.9M reactions from USPTO patents (1976-2016). Predict the product of the given reaction. (1) Given the reactants [F:1][C:2]1[CH:7]=[CH:6][C:5]([CH:8]([CH2:11][C:12]2[CH:17]=[CH:16][CH:15]=[CH:14][N:13]=2)[C:9]#[N:10])=[CH:4][CH:3]=1.[H-].[Na+].F[C:21]1[CH:26]=[C:25]([C:27]([F:30])([F:29])[F:28])[C:24]([N+:31]([O-:33])=[O:32])=[CH:23][CH:22]=1, predict the reaction product. The product is: [F:1][C:2]1[CH:7]=[CH:6][C:5]([C:8]([C:21]2[CH:22]=[CH:23][C:24]([N+:31]([O-:33])=[O:32])=[C:25]([C:27]([F:28])([F:30])[F:29])[CH:26]=2)([CH2:11][C:12]2[CH:17]=[CH:16][CH:15]=[CH:14][N:13]=2)[C:9]#[N:10])=[CH:4][CH:3]=1. (2) Given the reactants [NH2:1][C:2]1[C:3](=[O:13])[N:4]([CH2:10][CH2:11][CH3:12])[C:5](=[O:9])[NH:6][C:7]=1[NH2:8].[CH:14]1([C:19](O)=[O:20])[CH2:18][CH2:17][CH2:16][CH2:15]1.Cl.C(N=C=NCCCN(C)C)C, predict the reaction product. The product is: [NH2:8][C:7]1[NH:6][C:5](=[O:9])[N:4]([CH2:10][CH2:11][CH3:12])[C:3](=[O:13])[C:2]=1[NH:1][C:19]([CH:14]1[CH2:18][CH2:17][CH2:16][CH2:15]1)=[O:20].